From a dataset of Forward reaction prediction with 1.9M reactions from USPTO patents (1976-2016). Predict the product of the given reaction. (1) Given the reactants [OH:1][CH2:2][C@H:3]1[CH2:7][CH2:6][CH2:5][N:4]1[CH2:8][CH2:9][C:10]1[NH:11][C:12](=[O:21])[C:13]2[C:18]([CH:19]=1)=[C:17]([CH3:20])[CH:16]=[CH:15][CH:14]=2.C(O)C.[S:25](=[O:29])(=[O:28])([OH:27])[OH:26], predict the reaction product. The product is: [S:25]([OH:29])([OH:28])(=[O:27])=[O:26].[OH:1][CH2:2][C@H:3]1[CH2:7][CH2:6][CH2:5][N:4]1[CH2:8][CH2:9][C:10]1[NH:11][C:12](=[O:21])[C:13]2[C:18]([CH:19]=1)=[C:17]([CH3:20])[CH:16]=[CH:15][CH:14]=2. (2) Given the reactants [C:1]([C:3]1[CH:8]=[CH:7][C:6]([N:9]2[C:13]([C:14]3[C:15]([CH3:43])=[C:16]([C:33]4[CH:38]=[CH:37][CH:36]=[C:35]([C:39]([F:42])([F:41])[F:40])[CH:34]=4)[C:17]4[N:18]([N:20]=[C:21]([NH:23][C:24]([NH:26][CH:27]5[CH2:32][CH2:31][NH:30][CH2:29][CH2:28]5)=[O:25])[N:22]=4)[CH:19]=3)=[CH:12][CH:11]=[N:10]2)=[CH:5][CH:4]=1)#[N:2].[CH3:44][S:45](Cl)(=[O:47])=[O:46], predict the reaction product. The product is: [C:1]([C:3]1[CH:4]=[CH:5][C:6]([N:9]2[C:13]([C:14]3[C:15]([CH3:43])=[C:16]([C:33]4[CH:38]=[CH:37][CH:36]=[C:35]([C:39]([F:42])([F:40])[F:41])[CH:34]=4)[C:17]4[N:18]([N:20]=[C:21]([NH:23][C:24]([NH:26][CH:27]5[CH2:28][CH2:29][N:30]([S:45]([CH3:44])(=[O:47])=[O:46])[CH2:31][CH2:32]5)=[O:25])[N:22]=4)[CH:19]=3)=[CH:12][CH:11]=[N:10]2)=[CH:7][CH:8]=1)#[N:2]. (3) The product is: [OH:6][C:7]1[C:12]2[NH:13][C:14]([CH2:16][CH2:17][CH2:18][N:19]([CH3:42])[CH2:20][CH2:21][C@:22]3([O:36][C:37](=[O:41])[CH:38]([CH3:39])[CH3:40])[CH2:27][C@H:26]4[CH2:28][CH2:29][C@@H:23]3[CH:24]=[C:25]4[C:30]3[CH:35]=[CH:34][CH:33]=[CH:32][CH:31]=3)=[N:15][C:11]=2[CH:10]=[CH:9][CH:8]=1. Given the reactants C([Si](C)(C)[O:6][C:7]1[C:12]2[NH:13][C:14]([CH2:16][CH2:17][CH2:18][N:19]([CH3:42])[CH2:20][CH2:21][C@:22]3([O:36][C:37](=[O:41])[CH:38]([CH3:40])[CH3:39])[CH2:27][C@H:26]4[CH2:28][CH2:29][C@@H:23]3[CH:24]=[C:25]4[C:30]3[CH:35]=[CH:34][CH:33]=[CH:32][CH:31]=3)=[N:15][C:11]=2[CH:10]=[CH:9][CH:8]=1)(C)(C)C, predict the reaction product. (4) Given the reactants [CH3:1][NH:2][C:3]([C:5]1[CH:6]=[N:7][N:8]([C:10]2[N:18]=[C:17]3[C:13]([N:14]=[CH:15][N:16]3[C@@H:19]3[CH2:23][C@H:22]([NH:24][C:25](=[O:28])[CH2:26]C)[C@@H:21]([OH:29])[C@H:20]3[OH:30])=[C:12]([NH:31][CH2:32][CH:33]([C:40]3[CH:45]=[CH:44][CH:43]=[CH:42][CH:41]=3)[C:34]3[CH:39]=[CH:38][CH:37]=[CH:36][CH:35]=3)[N:11]=2)[CH:9]=1)=[O:4].C([O:48]C(C1C=NN(C2N=C3C(N=CN3[C@@H]3C[C@H](NC(=O)CC)[C@@H](O)[C@H]3O)=C(NCC(C3C=CC=CC=3)C3C=CC=CC=3)N=2)C=1)=O)C.[N:92]1[CH:97]=[CH:96][CH:95]=[CH:94][C:93]=1CN.CN, predict the reaction product. The product is: [N:92]1[CH:97]=[CH:96][CH:95]=[CH:94][C:93]=1[CH2:1][NH:2][C:3]([C:5]1[CH:6]=[N:7][N:8]([C:10]2[N:18]=[C:17]3[C:13]([N:14]=[CH:15][N:16]3[C@@H:19]3[CH2:23][C@H:22]([NH:24][C:25](=[O:28])[CH2:26][OH:48])[C@@H:21]([OH:29])[C@H:20]3[OH:30])=[C:12]([NH:31][CH2:32][CH:33]([C:34]3[CH:35]=[CH:36][CH:37]=[CH:38][CH:39]=3)[C:40]3[CH:41]=[CH:42][CH:43]=[CH:44][CH:45]=3)[N:11]=2)[CH:9]=1)=[O:4].